From a dataset of Forward reaction prediction with 1.9M reactions from USPTO patents (1976-2016). Predict the product of the given reaction. (1) Given the reactants [Br:1][C:2]1[C:3]([Cl:11])=[N:4][CH:5]=[C:6]([CH:10]=1)[C:7]([OH:9])=O.[Cl:12][C:13]([F:23])([F:22])[S:14][C:15]1[CH:21]=[CH:20][C:18]([NH2:19])=[CH:17][CH:16]=1, predict the reaction product. The product is: [Br:1][C:2]1[C:3]([Cl:11])=[N:4][CH:5]=[C:6]([CH:10]=1)[C:7]([NH:19][C:18]1[CH:20]=[CH:21][C:15]([S:14][C:13]([Cl:12])([F:22])[F:23])=[CH:16][CH:17]=1)=[O:9]. (2) Given the reactants [CH3:1][Si:2]([CH3:15])([CH3:14])[CH2:3][CH2:4][O:5][CH2:6][N:7]1[CH:11]=[C:10]([CH2:12][OH:13])[N:9]=[CH:8]1.C(N(CC)CC)C.[Si:23](Cl)([C:36]([CH3:39])([CH3:38])[CH3:37])([C:30]1[CH:35]=[CH:34][CH:33]=[CH:32][CH:31]=1)[C:24]1[CH:29]=[CH:28][CH:27]=[CH:26][CH:25]=1, predict the reaction product. The product is: [Si:23]([O:13][CH2:12][C:10]1[N:9]=[CH:8][N:7]([CH2:6][O:5][CH2:4][CH2:3][Si:2]([CH3:15])([CH3:14])[CH3:1])[CH:11]=1)([C:36]([CH3:39])([CH3:38])[CH3:37])([C:30]1[CH:31]=[CH:32][CH:33]=[CH:34][CH:35]=1)[C:24]1[CH:29]=[CH:28][CH:27]=[CH:26][CH:25]=1. (3) Given the reactants [H-].[Na+].[CH2:3]([C:5]1[S:6][CH:7]=[C:8]([CH2:10][C:11]([O:13][CH2:14][CH3:15])=[O:12])[N:9]=1)[CH3:4].[C:16](OCC)(=[O:18])[CH3:17], predict the reaction product. The product is: [CH2:3]([C:5]1[S:6][CH:7]=[C:8]([CH:10]([C:16]([CH3:17])=[O:18])[C:11]([O:13][CH2:14][CH3:15])=[O:12])[N:9]=1)[CH3:4]. (4) Given the reactants [Cl:1][C:2]1[C:10]([N+:11]([O-:13])=[O:12])=[CH:9][CH:8]=[CH:7][C:3]=1[C:4](O)=[O:5].[Cr](Cl)([O-])(=O)=O.[NH+]1C=CC=CC=1, predict the reaction product. The product is: [Cl:1][C:2]1[C:10]([N+:11]([O-:13])=[O:12])=[CH:9][CH:8]=[CH:7][C:3]=1[CH:4]=[O:5]. (5) Given the reactants [NH2:1][C:2]1[C:11]([C:12]([O:14][CH3:15])=[O:13])=[C:10]2[C:5]([CH:6]3[C:16](Br)(Br)[CH:7]3[CH2:8][O:9]2)=[C:4]([F:19])[CH:3]=1.[Cl-].[NH4+], predict the reaction product. The product is: [NH2:1][C:2]1[C:11]([C:12]([O:14][CH3:15])=[O:13])=[C:10]2[C:5]([CH:6]3[CH2:16][CH:7]3[CH2:8][O:9]2)=[C:4]([F:19])[CH:3]=1. (6) Given the reactants [CH2:1]([O:3][C:4](=[O:18])[CH2:5][N:6]1[C:14]2[C:9](=[CH:10][C:11]([O:15]C)=[CH:12][CH:13]=2)[CH:8]=[C:7]1[CH3:17])[CH3:2].B(Br)(Br)Br, predict the reaction product. The product is: [CH2:1]([O:3][C:4](=[O:18])[CH2:5][N:6]1[C:14]2[C:9](=[CH:10][C:11]([OH:15])=[CH:12][CH:13]=2)[CH:8]=[C:7]1[CH3:17])[CH3:2].